Dataset: Forward reaction prediction with 1.9M reactions from USPTO patents (1976-2016). Task: Predict the product of the given reaction. (1) Given the reactants [N+:1]([C:4]1[CH:9]=[CH:8][C:7]([NH:10][C:11]2[S:12][CH:13]=[CH:14][N:15]=2)=[CH:6][CH:5]=1)([O-])=O.[N+](C1C=CC(N(C2C=CC([N+]([O-])=O)=CC=2)C2SC=CN=2)=CC=1)([O-])=O, predict the reaction product. The product is: [S:12]1[CH:13]=[CH:14][N:15]=[C:11]1[NH:10][C:7]1[CH:6]=[CH:5][C:4]([NH2:1])=[CH:9][CH:8]=1. (2) Given the reactants [NH2:1][C:2]1[C:3]([CH3:28])=[N:4][C:5]([O:9][CH2:10][C:11]([N:13]([CH:15]2[CH2:20][CH2:19][N:18]([CH2:21][C:22]3[CH:27]=[CH:26][CH:25]=[CH:24][CH:23]=3)[CH2:17][CH2:16]2)[CH3:14])=[O:12])=[N:6][C:7]=1[CH3:8].[ClH:29].O1CCOCC1, predict the reaction product. The product is: [ClH:29].[NH2:1][C:2]1[C:7]([CH3:8])=[N:6][C:5]([O:9][CH2:10][C:11]([N:13]([CH:15]2[CH2:20][CH2:19][N:18]([CH2:21][C:22]3[CH:23]=[CH:24][CH:25]=[CH:26][CH:27]=3)[CH2:17][CH2:16]2)[CH3:14])=[O:12])=[N:4][C:3]=1[CH3:28]. (3) Given the reactants [CH3:1][O:2][C:3](=[O:12])[C:4]1[CH:9]=[CH:8][C:7]([CH3:10])=[CH:6][C:5]=1[F:11].[Br:13]N1C(=O)CCC1=O, predict the reaction product. The product is: [CH3:1][O:2][C:3](=[O:12])[C:4]1[CH:9]=[CH:8][C:7]([CH2:10][Br:13])=[CH:6][C:5]=1[F:11]. (4) Given the reactants [Cl:1][C:2]1[CH:15]=[CH:14][C:5]([O:6][C:7]2[CH:13]=[CH:12][C:10]([NH2:11])=[CH:9][CH:8]=2)=[CH:4][CH:3]=1.[CH2:16]([O:23][CH2:24][C@H:25]([NH:29]C(OC(C)(C)C)=O)[C:26](O)=[O:27])[C:17]1[CH:22]=[CH:21][CH:20]=[CH:19][CH:18]=1, predict the reaction product. The product is: [NH2:29][C@@H:25]([CH2:24][O:23][CH2:16][C:17]1[CH:22]=[CH:21][CH:20]=[CH:19][CH:18]=1)[C:26]([NH:11][C:10]1[CH:12]=[CH:13][C:7]([O:6][C:5]2[CH:14]=[CH:15][C:2]([Cl:1])=[CH:3][CH:4]=2)=[CH:8][CH:9]=1)=[O:27]. (5) Given the reactants [F:1][C:2]([F:14])([F:13])[CH2:3][O:4][C:5]1[CH:6]=[C:7]([OH:12])[CH:8]=[C:9]([OH:11])[CH:10]=1.C(=O)([O-])[O-].[K+].[K+].Br[CH2:22][CH2:23][CH2:24][O:25][CH3:26].Cl, predict the reaction product. The product is: [CH3:26][O:25][CH2:24][CH2:23][CH2:22][O:12][C:7]1[CH:8]=[C:9]([OH:11])[CH:10]=[C:5]([O:4][CH2:3][C:2]([F:13])([F:14])[F:1])[CH:6]=1. (6) Given the reactants [H-].[H-].[H-].[H-].[Li+].[Al+3].C1(C)C=CC(S(O[CH2:17][C@H:18]2[O:24][C@H:23]([CH2:25]OS(C3C=CC(C)=CC=3)(=O)=O)[C@@H:21]([OH:22])[C@@H:19]2[OH:20])(=O)=O)=CC=1.[H][H], predict the reaction product. The product is: [CH3:25][C@H:23]1[O:24][C@H:18]([CH3:17])[C@@H:19]([OH:20])[C@@H:21]1[OH:22]. (7) Given the reactants Cl[C:2](Cl)([O:4]C(=O)OC(Cl)(Cl)Cl)Cl.C(N(CC)CC)C.[C:20]([O:24][C:25](=[O:53])[NH:26][C@@H:27]1[CH2:32][CH2:31][CH2:30][N:29]([C:33]2[CH:38]=[C:37]([CH3:39])[N:36]=[C:35]([NH:40][CH2:41][C:42]3[CH:47]=[CH:46][C:45]([O:48][CH3:49])=[CH:44][C:43]=3[O:50][CH3:51])[C:34]=2[NH2:52])[CH2:28]1)([CH3:23])([CH3:22])[CH3:21].C(=O)([O-])[O-].[Na+].[Na+], predict the reaction product. The product is: [C:20]([O:24][C:25](=[O:53])[NH:26][C@@H:27]1[CH2:32][CH2:31][CH2:30][N:29]([C:33]2[CH:38]=[C:37]([CH3:39])[N:36]=[C:35]3[N:40]([CH2:41][C:42]4[CH:47]=[CH:46][C:45]([O:48][CH3:49])=[CH:44][C:43]=4[O:50][CH3:51])[C:2](=[O:4])[NH:52][C:34]=23)[CH2:28]1)([CH3:22])([CH3:21])[CH3:23]. (8) Given the reactants Cl[CH2:2][CH2:3][CH2:4][N:5]1[C:9]2[CH:10]=[CH:11][CH:12]=[CH:13][C:8]=2[N:7]=[CH:6]1.[F:14][C:15]1[CH:16]=[C:17]([N:21]2[CH2:26][CH2:25][NH:24][CH2:23][CH2:22]2)[CH:18]=[CH:19][CH:20]=1.C(N(C(C)C)CC)(C)C.[I-].[K+], predict the reaction product. The product is: [F:14][C:15]1[CH:16]=[C:17]([N:21]2[CH2:26][CH2:25][N:24]([CH2:2][CH2:3][CH2:4][N:5]3[C:9]4[CH:10]=[CH:11][CH:12]=[CH:13][C:8]=4[N:7]=[CH:6]3)[CH2:23][CH2:22]2)[CH:18]=[CH:19][CH:20]=1.